From a dataset of Forward reaction prediction with 1.9M reactions from USPTO patents (1976-2016). Predict the product of the given reaction. Given the reactants [CH2:1]([O:3][C:4](=[O:25])[CH2:5][NH:6][C:7]1[CH:12]=[CH:11][C:10]([O:13][C:14]2[CH:19]=[CH:18][C:17]([N+:20]([O-:22])=[O:21])=[CH:16][N:15]=2)=[C:9]([O:23][CH3:24])[CH:8]=1)[CH3:2].ClCCl.C(N(CC)CC)C.[CH3:36][S:37](Cl)(=[O:39])=[O:38], predict the reaction product. The product is: [CH2:1]([O:3][C:4](=[O:25])[CH2:5][N:6]([S:37]([CH3:36])(=[O:39])=[O:38])[C:7]1[CH:12]=[CH:11][C:10]([O:13][C:14]2[CH:19]=[CH:18][C:17]([N+:20]([O-:22])=[O:21])=[CH:16][N:15]=2)=[C:9]([O:23][CH3:24])[CH:8]=1)[CH3:2].